From a dataset of Reaction yield outcomes from USPTO patents with 853,638 reactions. Predict the reaction yield, written as a fraction of the theoretical maximum amount of product (1.0 means a 100% yield; for example, 0.34 means a 34% yield). The reactants are [CH2:1]([O:3][C:4]1[CH:5]=[C:6]([C@H:12]([N:18]2[C:26](=[O:27])[C:25]3[C:20](=[CH:21][CH:22]=[CH:23][C:24]=3[NH:28][C:29]([CH:31]3[CH2:33][CH2:32]3)=[O:30])[CH2:19]2)[CH2:13][C:14](=[O:17])[NH:15][OH:16])[CH:7]=[CH:8][C:9]=1[O:10][CH3:11])[CH3:2].[CH:34]1([C:37](Cl)=[O:38])[CH2:36][CH2:35]1. The catalyst is C(#N)C. The product is [CH:34]1([C:37]([O:16][NH:15][C:14]([CH2:13][C@@H:12]([N:18]2[C:26](=[O:27])[C:25]3[C:20](=[CH:21][CH:22]=[CH:23][C:24]=3[NH:28][C:29]([CH:31]3[CH2:33][CH2:32]3)=[O:30])[CH2:19]2)[C:6]2[CH:7]=[CH:8][C:9]([O:10][CH3:11])=[C:4]([O:3][CH2:1][CH3:2])[CH:5]=2)=[O:17])=[O:38])[CH2:36][CH2:35]1. The yield is 0.660.